From a dataset of Reaction yield outcomes from USPTO patents with 853,638 reactions. Predict the reaction yield, written as a fraction of the theoretical maximum amount of product (1.0 means a 100% yield; for example, 0.34 means a 34% yield). (1) The yield is 0.510. The catalyst is C1COCC1. The reactants are [CH3:1][O:2][C:3]1[CH:40]=[C:39]([O:41][CH3:42])[CH:38]=[CH:37][C:4]=1[CH2:5][N:6]([C:31]1[CH:36]=[CH:35][N:34]=[CH:33][N:32]=1)[S:7]([C:10]1[CH:15]=[C:14]([F:16])[C:13]([O:17][C@H:18]2[CH2:22][C@@H:21]([OH:23])[CH2:20][C@@H:19]2[C:24]2[N:28]([CH3:29])[N:27]=[CH:26][CH:25]=2)=[CH:12][C:11]=1[F:30])(=[O:9])=[O:8].S(OC)(O[CH3:47])(=O)=O.[H-].[Na+]. The product is [CH3:1][O:2][C:3]1[CH:40]=[C:39]([O:41][CH3:42])[CH:38]=[CH:37][C:4]=1[CH2:5][N:6]([C:31]1[CH:36]=[CH:35][N:34]=[CH:33][N:32]=1)[S:7]([C:10]1[CH:15]=[C:14]([F:16])[C:13]([O:17][C@H:18]2[CH2:22][C@@H:21]([O:23][CH3:47])[CH2:20][C@@H:19]2[C:24]2[N:28]([CH3:29])[N:27]=[CH:26][CH:25]=2)=[CH:12][C:11]=1[F:30])(=[O:8])=[O:9]. (2) The reactants are C([O:8][C:9](=[O:31])[CH:10]([C:21]1[CH:26]=[CH:25][C:24]([C:27]([CH3:30])([CH3:29])[CH3:28])=[CH:23][CH:22]=1)[CH2:11][C:12]1[CH:17]=[CH:16][C:15]([N+:18]([O-:20])=[O:19])=[CH:14][CH:13]=1)C1C=CC=CC=1.[OH-].[Na+].Cl. The catalyst is O1CCCC1.CO.O. The product is [C:27]([C:24]1[CH:23]=[CH:22][C:21]([CH:10]([CH2:11][C:12]2[CH:17]=[CH:16][C:15]([N+:18]([O-:20])=[O:19])=[CH:14][CH:13]=2)[C:9]([OH:31])=[O:8])=[CH:26][CH:25]=1)([CH3:30])([CH3:28])[CH3:29]. The yield is 1.00. (3) The reactants are C([O:4][C:5]1[CH:14]=[CH:13][CH:12]=[C:11]2[C:6]=1[C:7]([NH:15][C:16]1[CH:17]=[C:18]3[C:22](=[CH:23][CH:24]=1)[N:21]([CH2:25][C:26]1[CH:31]=[CH:30][CH:29]=[CH:28][N:27]=1)[CH:20]=[CH:19]3)=[N:8][CH:9]=[N:10]2)C=C.CC1(C)OC(=O)CC(=O)O1. The catalyst is C1COCC1.[Pd].C1(P(C2C=CC=CC=2)C2C=CC=CC=2)C=CC=CC=1.C1(P(C2C=CC=CC=2)C2C=CC=CC=2)C=CC=CC=1.C1(P(C2C=CC=CC=2)C2C=CC=CC=2)C=CC=CC=1.C1(P(C2C=CC=CC=2)C2C=CC=CC=2)C=CC=CC=1. The product is [N:27]1[CH:28]=[CH:29][CH:30]=[CH:31][C:26]=1[CH2:25][N:21]1[C:22]2[C:18](=[CH:17][C:16]([NH:15][C:7]3[C:6]4[C:5]([OH:4])=[CH:14][CH:13]=[CH:12][C:11]=4[N:10]=[CH:9][N:8]=3)=[CH:24][CH:23]=2)[CH:19]=[CH:20]1. The yield is 0.800.